The task is: Predict the product of the given reaction.. This data is from Forward reaction prediction with 1.9M reactions from USPTO patents (1976-2016). Given the reactants CS(O[CH2:6][CH:7]([O:13][CH:14]1[CH2:19][CH2:18][CH2:17][CH2:16][O:15]1)[CH2:8][C:9]1([OH:12])[CH2:11][CH2:10]1)(=O)=O.[H-].[Na+], predict the reaction product. The product is: [O:15]1[CH2:16][CH2:17][CH2:18][CH2:19][CH:14]1[O:13][CH:7]1[CH2:8][C:9]2([CH2:11][CH2:10]2)[O:12][CH2:6]1.